This data is from Full USPTO retrosynthesis dataset with 1.9M reactions from patents (1976-2016). The task is: Predict the reactants needed to synthesize the given product. (1) Given the product [CH3:1][O:2][C:3]1[CH:8]=[CH:7][C:6]2[C@H:9]3[O:10][C:15]4[C:14](=[CH:19][C:18]5[O:22][CH2:21][O:20][C:17]=5[CH:16]=4)[C@@:11]3([OH:43])[CH2:12][O:13][C:5]=2[CH:4]=1, predict the reactants needed to synthesize it. The reactants are: [CH3:1][O:2][C:3]1[CH:8]=[CH:7][C:6]2[C:9]([C:11]([C:14]3[CH:19]=[CH:18][C:17]([OH:20])=[CH:16][CH:15]=3)=[CH:12][O:13][C:5]=2[CH:4]=1)=[O:10].[CH3:21][O:22]C1C=CC(C2C(=O)C3C=CC(O)=CC=3OC=2)=C(O)C=1.C[O:43]C1C=CC(C2C(=O)C3C=CC(O)=CC=3OC=2)=CC=1O.C1OC2C=C(C3C(=O)C4C=CC(O)=CC=4OC=3)C=CC=2O1. (2) The reactants are: [CH3:1][C:2]1[C:10]([O:11][C@@H:12]2[CH2:17][CH2:16][CH2:15][C@H:14]([NH:18][CH2:19][C:20](OCC)=[O:21])[CH2:13]2)=[CH:9][CH:8]=[C:7]2[C:3]=1[CH:4]=[N:5][NH:6]2.O1CCCC1.[H-].[Al+3].[Li+].[H-].[H-].[H-].[OH-].[Na+]. Given the product [CH3:1][C:2]1[C:10]([O:11][C@@H:12]2[CH2:17][CH2:16][CH2:15][C@H:14]([NH:18][CH2:19][CH2:20][OH:21])[CH2:13]2)=[CH:9][CH:8]=[C:7]2[C:3]=1[CH:4]=[N:5][NH:6]2, predict the reactants needed to synthesize it. (3) Given the product [Br:1][C:2]1[CH:15]=[C:14]2[C:5]([C:6]3[CH:7]=[CH:8][C:9]([C:16]4[CH:17]=[CH:18][C:19]5[N:23]=[C:22]([C@@H:24]6[CH2:28][CH2:27][CH2:26][N:25]6[C:44](=[O:45])[C@@H:43]([NH:42][C:40](=[O:41])[O:39][CH3:38])[CH:47]([CH3:49])[CH3:48])[NH:21][C:20]=5[CH:36]=4)=[CH:10][C:11]=3[CH2:12][CH2:13]2)=[CH:4][CH:3]=1, predict the reactants needed to synthesize it. The reactants are: [Br:1][C:2]1[CH:15]=[C:14]2[C:5]([C:6]3[CH:7]=[CH:8][C:9]([C:16]4[CH:17]=[CH:18][C:19]5[N:23]=[C:22]([C@@H:24]6[CH2:28][CH2:27][CH2:26][N:25]6C(OC(C)(C)C)=O)[NH:21][C:20]=5[CH:36]=4)=[CH:10][C:11]=3[CH2:12][CH2:13]2)=[CH:4][CH:3]=1.Cl.[CH3:38][O:39][C:40]([NH:42][C@@H:43]([CH:47]([CH3:49])[CH3:48])[C:44](O)=[O:45])=[O:41].CN(C(ON1N=NC2C=CC=NC1=2)=[N+](C)C)C.F[P-](F)(F)(F)(F)F.C(N(C(C)C)CC)(C)C. (4) The reactants are: C[O:2][C:3](=[O:39])[C:4]1[CH:9]=[CH:8][CH:7]=[CH:6][C:5]=1[O:10][C:11]1[CH:16]=[CH:15][CH:14]=[C:13]([O:17][CH2:18][CH2:19][CH2:20][O:21][C:22]2[CH:27]=[C:26]([OH:28])[C:25]([C:29]3[O:33][N:32]=[CH:31][CH:30]=3)=[CH:24][C:23]=2[CH2:34][CH3:35])[C:12]=1[CH2:36][CH2:37][CH3:38].[OH-].[Li+]. Given the product [CH2:34]([C:23]1[CH:24]=[C:25]([C:29]2[O:33][N:32]=[CH:31][CH:30]=2)[C:26]([OH:28])=[CH:27][C:22]=1[O:21][CH2:20][CH2:19][CH2:18][O:17][C:13]1[C:12]([CH2:36][CH2:37][CH3:38])=[C:11]([CH:16]=[CH:15][CH:14]=1)[O:10][C:5]1[CH:6]=[CH:7][CH:8]=[CH:9][C:4]=1[C:3]([OH:39])=[O:2])[CH3:35], predict the reactants needed to synthesize it. (5) Given the product [Cl:21][C:17]1[CH:16]=[C:15]([S:12]([NH:11][C:9]2[CH:8]=[C:7]([CH3:22])[N:6]=[C:5]3[S:4][C:3]([C:23]4[CH:27]=[N:26][NH:25][CH:24]=4)=[C:2]([C:44]4[CH:43]=[N:42][CH:41]=[C:40]([N:35]5[CH2:39][CH2:38][CH2:37][CH2:36]5)[CH:45]=4)[C:10]=23)(=[O:14])=[O:13])[CH:20]=[CH:19][CH:18]=1, predict the reactants needed to synthesize it. The reactants are: Br[C:2]1[C:10]2[C:5](=[N:6][C:7]([CH3:22])=[CH:8][C:9]=2[NH:11][S:12]([C:15]2[CH:20]=[CH:19][CH:18]=[C:17]([Cl:21])[CH:16]=2)(=[O:14])=[O:13])[S:4][C:3]=1[C:23]1[CH:24]=[N:25][N:26](C(OC(C)(C)C)=O)[CH:27]=1.[N:35]1([C:40]2[CH:41]=[N:42][CH:43]=[C:44](B3OC(C)(C)C(C)(C)O3)[CH:45]=2)[CH2:39][CH2:38][CH2:37][CH2:36]1.C(=O)([O-])[O-].[K+].[K+].O1CCOCC1. (6) Given the product [Cl:1][C:2]1[C:3]([NH:19][C:20]2[CH:24]=[C:23]([O:25][CH3:26])[NH:22][N:21]=2)=[N:4][C:5]([NH:9][C@H:10]([C:12]2[N:17]=[CH:16][C:15]([F:18])=[CH:14][N:13]=2)[CH3:11])=[N:6][C:7]=1[N:27]1[CH2:32][CH2:31][O:30][CH2:29][CH2:28]1, predict the reactants needed to synthesize it. The reactants are: [Cl:1][C:2]1[C:3]([NH:19][C:20]2[CH:24]=[C:23]([O:25][CH3:26])[NH:22][N:21]=2)=[N:4][C:5]([NH:9][C@H:10]([C:12]2[N:17]=[CH:16][C:15]([F:18])=[CH:14][N:13]=2)[CH3:11])=[N:6][C:7]=1Cl.[NH:27]1[CH2:32][CH2:31][O:30][CH2:29][CH2:28]1.CCN(C(C)C)C(C)C. (7) Given the product [CH3:23][C:24]1[CH:29]=[CH:28][C:27]([NH:30][C:2]2[N:7]=[C:6]([NH:8][C:9]3[CH:18]=[CH:17][C:12]4[O:13][CH2:14][CH2:15][O:16][C:11]=4[C:10]=3[S:19]([NH2:22])(=[O:21])=[O:20])[CH:5]=[CH:4][N:3]=2)=[CH:26][C:25]=1[NH:31][CH3:32], predict the reactants needed to synthesize it. The reactants are: Cl[C:2]1[N:7]=[C:6]([NH:8][C:9]2[CH:18]=[CH:17][C:12]3[O:13][CH2:14][CH2:15][O:16][C:11]=3[C:10]=2[S:19]([NH2:22])(=[O:21])=[O:20])[CH:5]=[CH:4][N:3]=1.[CH3:23][C:24]1[CH:29]=[CH:28][C:27]([NH2:30])=[CH:26][C:25]=1[NH:31][CH3:32].Cl.